Dataset: Serine/threonine kinase 33 screen with 319,792 compounds. Task: Binary Classification. Given a drug SMILES string, predict its activity (active/inactive) in a high-throughput screening assay against a specified biological target. The drug is S=C(N1CCC(NC(=O)c2ccccc2)CC1)Nc1c(ccc(c1)C)C. The result is 0 (inactive).